From a dataset of Full USPTO retrosynthesis dataset with 1.9M reactions from patents (1976-2016). Predict the reactants needed to synthesize the given product. (1) The reactants are: [CH2:1]([N:8]1[CH2:17][CH2:16][C:15]2[C:14]([OH:18])=[N:13][C:12]([N:19]([CH2:22][CH3:23])[CH2:20][CH3:21])=[N:11][C:10]=2[CH2:9]1)[C:2]1[CH:7]=[CH:6][CH:5]=[CH:4][CH:3]=1.CCN(CC)CC.[S:31](O[S:31]([C:34]([F:37])([F:36])[F:35])(=[O:33])=[O:32])([C:34]([F:37])([F:36])[F:35])(=[O:33])=[O:32]. Given the product [CH2:1]([N:8]1[CH2:17][CH2:16][C:15]2[C:14]([O:18][S:31]([C:34]([F:37])([F:36])[F:35])(=[O:33])=[O:32])=[N:13][C:12]([N:19]([CH2:22][CH3:23])[CH2:20][CH3:21])=[N:11][C:10]=2[CH2:9]1)[C:2]1[CH:3]=[CH:4][CH:5]=[CH:6][CH:7]=1, predict the reactants needed to synthesize it. (2) Given the product [C:14]1([CH3:17])[CH:15]=[CH:16][C:11]([C:2]2[S:3][CH:4]=[CH:5][C:6]=2[C:7]([OH:9])=[O:8])=[CH:12][CH:13]=1, predict the reactants needed to synthesize it. The reactants are: Br[C:2]1[S:3][CH:4]=[CH:5][C:6]=1[C:7]([OH:9])=[O:8].B(O)(O)[C:11]1[CH:12]=[CH:13][C:14]([CH3:17])=[CH:15][CH:16]=1. (3) The reactants are: [CH:1]([O:4][CH2:5][CH2:6][CH2:7][C@@H:8]1[CH2:17][CH2:16][C:15]2[CH:14]=[C:13]([C@H:18]3[CH2:27][CH2:26][C@@:20]4([NH:24]C(=O)[O:22][CH2:21]4)[CH2:19]3)[CH:12]=[CH:11][C:10]=2[CH2:9]1)([CH3:3])[CH3:2].[OH-].[Na+]. Given the product [NH2:24][C@:20]1([CH2:21][OH:22])[CH2:26][CH2:27][C@H:18]([C:13]2[CH:12]=[CH:11][C:10]3[CH2:9][C@H:8]([CH2:7][CH2:6][CH2:5][O:4][CH:1]([CH3:2])[CH3:3])[CH2:17][CH2:16][C:15]=3[CH:14]=2)[CH2:19]1, predict the reactants needed to synthesize it.